Dataset: Experimentally validated miRNA-target interactions with 360,000+ pairs, plus equal number of negative samples. Task: Binary Classification. Given a miRNA mature sequence and a target amino acid sequence, predict their likelihood of interaction. (1) The miRNA is hsa-miR-7977 with sequence UUCCCAGCCAACGCACCA. The protein sequence of the target gene is MAATLDLKSKEEKDAELDKRIEALRRKNEALIRRYQEIEEDRKKAELEGVAVTAPRKGRSVEKENVAVESEKNLGPSRRSPGTPRPPGASKGGRTPPQQGGRAGMGRASRSWEGSPGEQPRGGGAGGRGRRGRGRGSPHLSGAGDTSISDRKSKEWEERRRQNIEKMNEEMEKIAEYERNQREGVLEPNPVRNFLDDPRRRSGPLEESERDRREESRRHGRNWGGPDFERVRCGLEHERQGRRAGLGSAGDMTLSMTGRERSEYLRWKQEREKIDQERLQRHRKPTGQWRREWDAEKTDG.... Result: 1 (interaction). (2) The protein sequence of the target gene is MAYRVLGRAGPPQPRRARRLLFAFTLSLSCTYLCYSFLCCCDDLGRSRLLGAPRCLRGPSAGGQKLLQKSRPCDPSGPTPSEPSAPSAPAAAVPAPRLSGSNHSGSPKLGTKRLPQALIVGVKKGGTRAVLEFIRVHPDVRALGTEPHFFDRNYGRGLDWYRSLMPRTLESQITLEKTPSYFVTQEAPRRIFNMSRDTKLIVVVRNPVTRAISDYTQTLSKKPDIPTFEGLSFRNRTLGLVDVSWNAIRIGMYVLHLESWLQYFPLAQIHFVSGERLITDPAGEMGRVQDFLGIKRFITD.... Result: 0 (no interaction). The miRNA is hsa-miR-4707-5p with sequence GCCCCGGCGCGGGCGGGUUCUGG. (3) The miRNA is hsa-miR-6076 with sequence AGCAUGACAGAGGAGAGGUGG. The protein sequence of the target gene is MAPTLLQKLFNKRGSSGSSAAASAQGRAPKEGPAFSWSCSEFDLNEIRLIVYQDCDRRGRQVLFDSKAVQKIEEVTAQKTEDVPIKISAKCCQGSSSVSSSSSSSISSHSSSGGSSHHAKEQLPKYQYTRPASDVNMLGEMMFGSVAMSYKGSTLKIHYIRSPPQLMISKVFSARMGSFCGSTNNLQDSFEYINQDPNLGKLNTNQNSLGPCRTGSNLAHSTPVDMPSRGQNEDRDSGIARSASLSSLLITPFPSPSSSTSSSSSYQRRWLRSQTTSLENGIIPRRSTDETFSLAEETCS.... Result: 1 (interaction). (4) The miRNA is hsa-miR-6850-3p with sequence CCCGGCCGGAACGCCGCACU. The protein sequence of the target gene is MLSRTVSSLSRVAPQTLGAVNAASSRQYSITAPRPPTELNQKLKVTIIPGDGVGPELIYTVQDIVKQTGIPIEFEEIFLSEVHYTRSSSIENAVESIGRNNNVALKGAIEESAVLHTEGELQGLNMRLRRSLDLFANVVHIKTLDGIKTRHGKQLDFVIVREQTEGEYSSLEHELVPGVIECLKISTRTKAERIAKFAFDYATKTGRKKVTAVHKANIMKLGDGLFLRTCEGVAKQYPKIQFESMIIDNTCMQLVSKPEQFDVMVMPNLYGNIIDNLAAGLVGGAGVVPGQSVGRDFVIF.... Result: 0 (no interaction). (5) The miRNA is cel-miR-355-5p with sequence UUUGUUUUAGCCUGAGCUAUG. The protein sequence of the target gene is MVSSCCGSVCSDQGCGQDLCQETCCRPSCCETTCCRTTCCRPSCCVSSCCRPQCCQSVCCQPTCSRPSCCQTTCCRTTCYRPSCCVSSCCRPQCCQPACCQPTCCRPSCCETTCCHPRCCISSCCRPSCCVSSCCKPQCCQSVCCQPNCCRPSCSISSCCRPSCCESSCCRPCCCVRPVCGRVSCHTTCYRPTCVISSCPRPLCCASSCC. Result: 0 (no interaction). (6) The miRNA is hsa-miR-3664-3p with sequence UCUCAGGAGUAAAGACAGAGUU. The protein sequence of the target gene is MAKERCLKKSFQDSLEDIKKRMKEKRNKNLAEIGKRRSFIAAPCQIITNTSTLLKNYQDNNKMLVLALENEKSKVKEAQDIILQLRKECYYLTCQLYALKGKLTSQQTVEPAQNQEICSSGMDPNSDDSSRNLFVKDLPQIPLEETELPGQGESFQIEDQIPTIPQDTLGVDFDSGEAKSTDNVLPRTVSVRSSLKKHCNSICQFDSLDDFETSHLAGKSFEFERVGFLDPLVNMHIPENVQHNACQWSKDQVNLSPKLIQPGTFTKTKEDILESKSEQTKSKQRDTQERKREEKRKANR.... Result: 0 (no interaction). (7) The miRNA is hsa-miR-3529-3p with sequence AACAACAAAAUCACUAGUCUUCCA. The protein sequence of the target gene is MLVLVLGDLHIPHRCNSLPAKFKKLLVPGKIQHILCTGNLCTKESYDYLKTLAGDVHIVRGDFDENLNYPEQKVVTVGQFKIGLIHGHQVIPWGDMASLALLQRQFDVDILISGHTHKFEAFEHENKFYINPGSATGAYNALETNIIPSFVLMDIQASTVVTYVYQLIGDDVKVERIEYKKP. Result: 0 (no interaction).